From a dataset of Full USPTO retrosynthesis dataset with 1.9M reactions from patents (1976-2016). Predict the reactants needed to synthesize the given product. Given the product [CH3:1][O:2][C:3]1[CH:22]=[CH:21][C:6]([CH2:7][N:8]2[C:17](=[O:18])[C:16]3[N:15]=[CH:14][C:13]([CH3:19])=[C:12]([C:30]4[CH:31]=[C:32]5[C:27](=[CH:28][CH:29]=4)[N:26]=[C:25]([NH:24][CH3:23])[N:34]=[CH:33]5)[C:11]=3[CH:10]=[CH:9]2)=[CH:5][CH:4]=1, predict the reactants needed to synthesize it. The reactants are: [CH3:1][O:2][C:3]1[CH:22]=[CH:21][C:6]([CH2:7][N:8]2[C:17](=[O:18])[C:16]3[N:15]=[CH:14][C:13]([CH3:19])=[C:12](Cl)[C:11]=3[CH:10]=[CH:9]2)=[CH:5][CH:4]=1.[CH3:23][NH:24][C:25]1[N:34]=[CH:33][C:32]2[C:27](=[CH:28][CH:29]=[C:30](B3OC(C)(C)C(C)(C)O3)[CH:31]=2)[N:26]=1.C(=O)([O-])[O-].[Na+].[Na+].COCCOC.